Predict the product of the given reaction. From a dataset of Forward reaction prediction with 1.9M reactions from USPTO patents (1976-2016). (1) The product is: [N:14]1[CH:19]=[CH:18][CH:17]=[C:16]([C:20]2[N:21]([CH2:2][C:3]3[C:12]4[C:7](=[CH:8][CH:9]=[CH:10][CH:11]=4)[NH:6][C:5](=[O:13])[CH:4]=3)[C:22]3[CH:28]=[CH:27][CH:26]=[CH:25][C:23]=3[N:24]=2)[CH:15]=1. Given the reactants Br[CH2:2][C:3]1[C:12]2[C:7](=[CH:8][CH:9]=[CH:10][CH:11]=2)[NH:6][C:5](=[O:13])[CH:4]=1.[N:14]1[CH:19]=[CH:18][CH:17]=[C:16]([C:20]2[NH:24][C:23]3[CH:25]=[CH:26][CH:27]=[CH:28][C:22]=3[N:21]=2)[CH:15]=1, predict the reaction product. (2) Given the reactants [OH:1][C:2]1[CH:9]=[CH:8][C:5]([CH:6]=[CH2:7])=[CH:4][CH:3]=1.N1[CH:15]=[CH:14][CH:13]=[CH:12][CH:11]=1.[C:16]([O:19][C:20](=O)[CH3:21])(=O)[CH3:17].[C:23]([O:26][CH2:27][CH3:28])(=[O:25])[CH3:24], predict the reaction product. The product is: [CH:11]1([CH2:17][CH2:16][O:19][CH:20]([O:1][C:2]2[CH:9]=[CH:8][C:5]([CH:6]=[CH2:7])=[CH:4][CH:3]=2)[CH3:21])[CH2:23][CH2:15][CH2:14][CH2:13][CH2:12]1.[C:23]([O:26][C:27]1[CH:3]=[CH:4][C:5]([CH:6]=[CH2:7])=[CH:8][CH:28]=1)(=[O:25])[CH3:24].[OH:1][C:2]1[CH:9]=[CH:8][C:5]([CH:6]=[CH2:7])=[CH:4][CH:3]=1.